From a dataset of Forward reaction prediction with 1.9M reactions from USPTO patents (1976-2016). Predict the product of the given reaction. (1) Given the reactants Br[C:2]1[C:7]2[NH:8][C:9]([N:11]3[CH2:16][CH2:15][N:14]([C:17]4[C:22]([C:23]([F:26])([F:25])[F:24])=[CH:21][CH:20]=[CH:19][N:18]=4)[CH2:13][C@H:12]3[CH3:27])=[N:10][C:6]=2[CH:5]=[C:4]([C:28]([F:31])([F:30])[F:29])[CH:3]=1.[CH3:32][N:33]([CH3:43])[C:34]1[CH:39]=[CH:38][C:37](B(O)O)=[CH:36][CH:35]=1, predict the reaction product. The product is: [CH3:32][N:33]([CH3:43])[C:34]1[CH:39]=[CH:38][C:37]([C:2]2[C:7]3[NH:8][C:9]([N:11]4[CH2:16][CH2:15][N:14]([C:17]5[C:22]([C:23]([F:24])([F:25])[F:26])=[CH:21][CH:20]=[CH:19][N:18]=5)[CH2:13][C@H:12]4[CH3:27])=[N:10][C:6]=3[CH:5]=[C:4]([C:28]([F:30])([F:29])[F:31])[CH:3]=2)=[CH:36][CH:35]=1. (2) Given the reactants [C:1]([C:5]1[CH:10]=[CH:9][C:8]([C:11]2[N:12]([C:30](Cl)=[O:31])[C@H:13]([C:23]3[CH:28]=[CH:27][C:26]([Cl:29])=[CH:25][CH:24]=3)[C@H:14]([C:16]3[CH:21]=[CH:20][C:19]([Cl:22])=[CH:18][CH:17]=3)[N:15]=2)=[C:7]([O:33][CH2:34][CH3:35])[CH:6]=1)([CH3:4])([CH3:3])[CH3:2].[F:36][C:37]([F:47])([F:46])[CH2:38][CH2:39][N:40]1[CH2:45][CH2:44][NH:43][CH2:42][CH2:41]1, predict the reaction product. The product is: [ClH:22].[C:1]([C:5]1[CH:10]=[CH:9][C:8]([C:11]2[N:12]([C:30]([N:43]3[CH2:42][CH2:41][N:40]([CH2:39][CH2:38][C:37]([F:46])([F:47])[F:36])[CH2:45][CH2:44]3)=[O:31])[C@H:13]([C:23]3[CH:24]=[CH:25][C:26]([Cl:29])=[CH:27][CH:28]=3)[C@H:14]([C:16]3[CH:17]=[CH:18][C:19]([Cl:22])=[CH:20][CH:21]=3)[N:15]=2)=[C:7]([O:33][CH2:34][CH3:35])[CH:6]=1)([CH3:4])([CH3:2])[CH3:3]. (3) The product is: [N:1]1([C:9]2[CH:18]=[CH:17][C:12]([C:13]([O:15][CH3:16])=[O:14])=[CH:11][N:10]=2)[CH:5]=[CH:4][CH:3]=[N:21]1. Given the reactants [NH:1]1[CH:5]=[CH:4][CH:3]=C1.[H-].[Na+].Cl[C:9]1[CH:18]=[CH:17][C:12]([C:13]([O:15][CH3:16])=[O:14])=[CH:11][N:10]=1.O.C[N:21](C=O)C, predict the reaction product. (4) Given the reactants [CH3:1][O:2][C:3](=[O:29])[C:4]1[CH:9]=[CH:8][C:7]([O:10][CH2:11][CH2:12][N:13]([C:20]2[O:24][C:23]3[CH:25]=[CH:26][CH:27]=[CH:28][C:22]=3[CH:21]=2)[C:14](=[O:19])[CH:15]=[CH:16][CH2:17]Br)=[CH:6][CH:5]=1.C(=O)([O-])[O-].[K+].[K+].Cl.[NH:37]1[CH2:40][CH2:39][CH2:38]1, predict the reaction product. The product is: [CH3:1][O:2][C:3](=[O:29])[C:4]1[CH:9]=[CH:8][C:7]([O:10][CH2:11][CH2:12][N:13]([C:20]2[O:24][C:23]3[CH:25]=[CH:26][CH:27]=[C:28]([N:37]4[CH2:40][CH2:39][CH2:38]4)[C:22]=3[CH:21]=2)[C:14](=[O:19])[CH:15]=[CH:16][CH3:17])=[CH:6][CH:5]=1. (5) Given the reactants [I:1][C:2]1[CH:3]=[CH:4][C:5]([C:21]([N:23]2[CH2:28][CH2:27][O:26][CH2:25][CH2:24]2)=[O:22])=[C:6]([NH:8][S:9]([C:12]2[C:17]3=[N:18]S[N:20]=[C:16]3[CH:15]=[CH:14][CH:13]=2)(=[O:11])=[O:10])[CH:7]=1.CN(C(ON1N=N[C:39]2C=CC=N[C:38]1=2)=[N+](C)C)C.F[P-](F)(F)(F)(F)F.N1SN=C2C(S(NC3C=C(I)C=CC=3C(O)=O)(=O)=O)=CC=CC=12.N1CCOCC1, predict the reaction product. The product is: [I:1][C:2]1[CH:3]=[CH:4][C:5]([C:21]([N:23]2[CH2:28][CH2:27][O:26][CH2:25][CH2:24]2)=[O:22])=[C:6]([NH:8][S:9]([C:12]2[C:17]3[N:18]=[CH:38][CH:39]=[N:20][C:16]=3[CH:15]=[CH:14][CH:13]=2)(=[O:11])=[O:10])[CH:7]=1. (6) The product is: [CH2:23]([C:19]1[CH:20]=[C:21]([CH3:22])[C:16]([N:13]2[CH2:14][CH2:15][N:10]([C:8]([C:5]3[CH:6]=[CH:7][C:2]([N:32]4[CH2:33][CH2:34][N:30]([CH3:29])[C:31]4=[O:35])=[CH:3][C:4]=3[S:25]([CH3:28])(=[O:27])=[O:26])=[O:9])[CH2:11][CH2:12]2)=[N:17][CH:18]=1)[CH3:24]. Given the reactants Br[C:2]1[CH:7]=[CH:6][C:5]([C:8]([N:10]2[CH2:15][CH2:14][N:13]([C:16]3[C:21]([CH3:22])=[CH:20][C:19]([CH2:23][CH3:24])=[CH:18][N:17]=3)[CH2:12][CH2:11]2)=[O:9])=[C:4]([S:25]([CH3:28])(=[O:27])=[O:26])[CH:3]=1.[CH3:29][N:30]1[CH2:34][CH2:33][NH:32][C:31]1=[O:35], predict the reaction product. (7) Given the reactants Cl[C:2]1[N:7]=[N:6][C:5]([N:8]2[CH2:13][CH2:12][O:11][CH2:10][CH2:9]2)=[CH:4][CH:3]=1.Cl.[NH2:15][CH2:16][C:17]1[CH:26]=[CH:25][C:20]([C:21]([O:23][CH3:24])=[O:22])=[CH:19][CH:18]=1.[NH4+].[Cl-], predict the reaction product. The product is: [N:8]1([C:5]2[N:6]=[N:7][C:2]([NH:15][CH2:16][C:17]3[CH:18]=[CH:19][C:20]([C:21]([O:23][CH3:24])=[O:22])=[CH:25][CH:26]=3)=[CH:3][CH:4]=2)[CH2:13][CH2:12][O:11][CH2:10][CH2:9]1.